Dataset: Forward reaction prediction with 1.9M reactions from USPTO patents (1976-2016). Task: Predict the product of the given reaction. (1) Given the reactants [BrH:1].[Br:2][CH2:3][CH2:4][CH2:5][NH2:6].[C:7]1([P:13]([C:20]2[CH:25]=[CH:24][CH:23]=[CH:22][CH:21]=2)[C:14]2[CH:19]=[CH:18][CH:17]=[CH:16][CH:15]=2)[CH:12]=[CH:11][CH:10]=[CH:9][CH:8]=1, predict the reaction product. The product is: [Br-:2].[Br-:1].[NH2:6][CH2:5][CH2:4][CH2:3][P+:13]([C:14]1[CH:15]=[CH:16][CH:17]=[CH:18][CH:19]=1)([C:20]1[CH:25]=[CH:24][CH:23]=[CH:22][CH:21]=1)[C:7]1[CH:8]=[CH:9][CH:10]=[CH:11][CH:12]=1.[NH2:6][CH2:5][CH2:4][CH2:3][P+:13]([C:14]1[CH:15]=[CH:16][CH:17]=[CH:18][CH:19]=1)([C:20]1[CH:25]=[CH:24][CH:23]=[CH:22][CH:21]=1)[C:7]1[CH:8]=[CH:9][CH:10]=[CH:11][CH:12]=1. (2) Given the reactants [C:1]([NH2:4])(=[S:3])[CH3:2].[F:5][C:6]([F:17])([F:16])[C:7](=O)[CH:8](Cl)[C:9]([O:11][CH2:12][CH3:13])=[O:10].C(N(CC)CC)C.N1C=CC=CC=1C.FC(F)(F)C(OC(=O)C(F)(F)F)=O, predict the reaction product. The product is: [CH3:2][C:1]1[S:3][C:8]([C:9]([O:11][CH2:12][CH3:13])=[O:10])=[C:7]([C:6]([F:5])([F:17])[F:16])[N:4]=1. (3) The product is: [N+:12]([C:9]1[CH:10]=[C:11]2[C:6](=[CH:7][CH:8]=1)[N:5]=[CH:4][N:3]=[C:2]2[NH:27][C:21]1[CH:20]=[C:19]([C:15]([CH3:18])([CH3:16])[CH3:17])[Se:23][C:22]=1[C:24]([NH2:26])=[O:25])([O-:14])=[O:13]. Given the reactants Cl[C:2]1[C:11]2[C:6](=[CH:7][CH:8]=[C:9]([N+:12]([O-:14])=[O:13])[CH:10]=2)[N:5]=[CH:4][N:3]=1.[C:15]([C:19]1[Se:23][C:22]([C:24]([NH2:26])=[O:25])=[C:21]([NH2:27])[CH:20]=1)([CH3:18])([CH3:17])[CH3:16], predict the reaction product. (4) Given the reactants Cl.[NH2:2][CH2:3][C@H:4]1[CH2:9][CH2:8][C@H:7]([C:10]([NH:12][C@H:13]([C:37](=[O:50])[NH:38][C:39]2[CH:44]=[CH:43][C:42]([C:45]3[N:46]=[N:47][NH:48][N:49]=3)=[CH:41][CH:40]=2)[CH2:14][C:15]2[CH:20]=[CH:19][C:18]([C:21]3[CH:26]=[CH:25][C:24]([C:27]([NH:29][CH:30]4[CH2:35][CH2:34][NH:33][CH2:32][CH2:31]4)=[O:28])=[CH:23][C:22]=3[CH3:36])=[CH:17][CH:16]=2)=[O:11])[CH2:6][CH2:5]1, predict the reaction product. The product is: [NH2:2][CH2:3][C@H:4]1[CH2:5][CH2:6][C@H:7]([C:10]([NH:12][C@H:13]([C:37](=[O:50])[NH:38][C:39]2[CH:40]=[CH:41][C:42]([C:45]3[N:46]=[N:47][NH:48][N:49]=3)=[CH:43][CH:44]=2)[CH2:14][C:15]2[CH:16]=[CH:17][C:18]([C:21]3[CH:26]=[CH:25][C:24]([C:27]([NH:29][CH:30]4[CH2:31][CH2:32][NH:33][CH2:34][CH2:35]4)=[O:28])=[CH:23][C:22]=3[CH3:36])=[CH:19][CH:20]=2)=[O:11])[CH2:8][CH2:9]1. (5) The product is: [CH:26]1([CH2:29][NH:30][C:19]([C:18]([NH:17][C:15]([C:7]2[CH:6]=[CH:5][C:4]([CH:1]3[CH2:2][CH2:3]3)=[C:9]([O:10][CH2:11][CH:12]3[CH2:13][CH2:14]3)[N:8]=2)=[O:16])([CH2:22][CH3:23])[CH2:24][CH3:25])=[O:20])[CH2:28][CH2:27]1. Given the reactants [CH:1]1([C:4]2[CH:5]=[CH:6][C:7]([C:15]([NH:17][C:18]([CH2:24][CH3:25])([CH2:22][CH3:23])[C:19](O)=[O:20])=[O:16])=[N:8][C:9]=2[O:10][CH2:11][CH:12]2[CH2:14][CH2:13]2)[CH2:3][CH2:2]1.[CH:26]1([CH2:29][NH2:30])[CH2:28][CH2:27]1, predict the reaction product. (6) Given the reactants [OH:1][C:2]1[CH:3]=[C:4]([CH:8]=[CH:9][C:10]=1[N+:11]([O-:13])=[O:12])[C:5]([OH:7])=[O:6].OS(O)(=O)=O.[CH3:19]O, predict the reaction product. The product is: [OH:1][C:2]1[CH:3]=[C:4]([CH:8]=[CH:9][C:10]=1[N+:11]([O-:13])=[O:12])[C:5]([O:7][CH3:19])=[O:6].